From a dataset of Catalyst prediction with 721,799 reactions and 888 catalyst types from USPTO. Predict which catalyst facilitates the given reaction. Reactant: [NH2:1][C:2]1[S:3][C:4]2[CH2:10][C@@H:9]([NH2:11])[CH2:8][CH2:7][C:5]=2[N:6]=1.[C:12]1([CH3:25])[CH:17]=[CH:16][C:15]([S:18]([O:21]CCC)(=[O:20])=[O:19])=[CH:14][CH:13]=1. Product: [CH3:13][CH2:12][CH2:17][NH:11][C@@H:9]1[CH2:10][C:4]2[S:3][C:2]([NH2:1])=[N:6][C:5]=2[CH2:7][CH2:8]1.[CH3:25][C:12]1[CH:17]=[CH:16][C:15]([S:18]([OH:21])(=[O:20])=[O:19])=[CH:14][CH:13]=1. The catalyst class is: 9.